Task: Regression. Given two drug SMILES strings and cell line genomic features, predict the synergy score measuring deviation from expected non-interaction effect.. Dataset: NCI-60 drug combinations with 297,098 pairs across 59 cell lines (1) Drug 1: CC1C(C(=O)NC(C(=O)N2CCCC2C(=O)N(CC(=O)N(C(C(=O)O1)C(C)C)C)C)C(C)C)NC(=O)C3=C4C(=C(C=C3)C)OC5=C(C(=O)C(=C(C5=N4)C(=O)NC6C(OC(=O)C(N(C(=O)CN(C(=O)C7CCCN7C(=O)C(NC6=O)C(C)C)C)C)C(C)C)C)N)C. Drug 2: CC1C(C(CC(O1)OC2CC(OC(C2O)C)OC3=CC4=CC5=C(C(=O)C(C(C5)C(C(=O)C(C(C)O)O)OC)OC6CC(C(C(O6)C)O)OC7CC(C(C(O7)C)O)OC8CC(C(C(O8)C)O)(C)O)C(=C4C(=C3C)O)O)O)O. Cell line: NCI-H226. Synergy scores: CSS=33.8, Synergy_ZIP=-2.16, Synergy_Bliss=-0.738, Synergy_Loewe=-3.02, Synergy_HSA=0.162. (2) Drug 1: CC12CCC(CC1=CCC3C2CCC4(C3CC=C4C5=CN=CC=C5)C)O. Drug 2: CC(CN1CC(=O)NC(=O)C1)N2CC(=O)NC(=O)C2. Cell line: COLO 205. Synergy scores: CSS=57.2, Synergy_ZIP=0.0294, Synergy_Bliss=-0.613, Synergy_Loewe=-5.67, Synergy_HSA=-3.20. (3) Drug 1: C(=O)(N)NO. Cell line: HL-60(TB). Synergy scores: CSS=57.0, Synergy_ZIP=2.37, Synergy_Bliss=1.58, Synergy_Loewe=-5.63, Synergy_HSA=3.05. Drug 2: CC1C(C(CC(O1)OC2CC(CC3=C2C(=C4C(=C3O)C(=O)C5=CC=CC=C5C4=O)O)(C(=O)C)O)N)O. (4) Drug 1: CCC1=CC2CC(C3=C(CN(C2)C1)C4=CC=CC=C4N3)(C5=C(C=C6C(=C5)C78CCN9C7C(C=CC9)(C(C(C8N6C)(C(=O)OC)O)OC(=O)C)CC)OC)C(=O)OC.C(C(C(=O)O)O)(C(=O)O)O. Drug 2: C1CNP(=O)(OC1)N(CCCl)CCCl. Cell line: HOP-62. Synergy scores: CSS=8.42, Synergy_ZIP=-3.09, Synergy_Bliss=0.710, Synergy_Loewe=-32.4, Synergy_HSA=1.35. (5) Drug 1: CC1=C(C(=O)C2=C(C1=O)N3CC4C(C3(C2COC(=O)N)OC)N4)N. Drug 2: C1C(C(OC1N2C=NC3=C2NC=NCC3O)CO)O. Cell line: CCRF-CEM. Synergy scores: CSS=1.71, Synergy_ZIP=-3.72, Synergy_Bliss=-6.31, Synergy_Loewe=-2.29, Synergy_HSA=-3.42.